This data is from Reaction yield outcomes from USPTO patents with 853,638 reactions. The task is: Predict the reaction yield, written as a fraction of the theoretical maximum amount of product (1.0 means a 100% yield; for example, 0.34 means a 34% yield). (1) The reactants are CC1(C)C2C(=C(P(C3C=CC=CC=3)C3C=CC=CC=3)C=CC=2)OC2C(P(C3C=CC=CC=3)C3C=CC=CC=3)=CC=CC1=2.[CH3:43][O:44][C:45]1[CH:46]=[C:47]2[C:52](=[CH:53][CH:54]=1)[CH:51]=[N:50][C:49]([NH2:55])=[CH:48]2.Cl[C:57]1[CH:62]=[C:61]([CH2:63][N:64]2[CH2:68][CH2:67][CH2:66][CH2:65]2)[CH:60]=[CH:59][N:58]=1.C([O-])([O-])=O.[Cs+].[Cs+]. The catalyst is C1(C)C=CC=CC=1.C1C=CC(/C=C/C(/C=C/C2C=CC=CC=2)=O)=CC=1.C1C=CC(/C=C/C(/C=C/C2C=CC=CC=2)=O)=CC=1.C1C=CC(/C=C/C(/C=C/C2C=CC=CC=2)=O)=CC=1.[Pd].[Pd].C1COCC1. The product is [CH3:43][O:44][C:45]1[CH:46]=[C:47]2[C:52](=[CH:53][CH:54]=1)[CH:51]=[N:50][C:49]([NH:55][C:59]1[CH:60]=[C:61]([CH2:63][N:64]3[CH2:65][CH2:66][CH2:67][CH2:68]3)[CH:62]=[CH:57][N:58]=1)=[CH:48]2. The yield is 0.400. (2) The reactants are [Br:1][C:2]1[CH:3]=[C:4]2[C:8](=[CH:9][CH:10]=1)[C:7](=[O:11])[CH2:6][CH2:5]2.[BH4-].[Na+]. The catalyst is CO. The product is [Br:1][C:2]1[CH:3]=[C:4]2[C:8](=[CH:9][CH:10]=1)[CH:7]([OH:11])[CH2:6][CH2:5]2. The yield is 0.930. (3) The reactants are [NH2:1][C:2]1[C:12]2[C:11](=[O:13])[NH:10][CH2:9][CH2:8][N:7](C(=O)C(F)(F)F)[C:6]=2[CH:5]=[CH:4][CH:3]=1.Cl[C:21]1[N:26]=[C:25]([NH:27][C:28]2[CH:33]=[CH:32][CH:31]=[CH:30][C:29]=2[S:34]([NH:37][CH3:38])(=[O:36])=[O:35])[C:24]([Cl:39])=[CH:23][N:22]=1.Cl. The catalyst is C(O)(C)C.O1CCOCC1. The product is [Cl:39][C:24]1[C:25]([NH:27][C:28]2[CH:33]=[CH:32][CH:31]=[CH:30][C:29]=2[S:34]([NH:37][CH3:38])(=[O:36])=[O:35])=[N:26][C:21]([NH:1][C:2]2[C:12]3[C:11](=[O:13])[NH:10][CH2:9][CH2:8][NH:7][C:6]=3[CH:5]=[CH:4][CH:3]=2)=[N:22][CH:23]=1. The yield is 0.160. (4) The reactants are [N+:1]([C:4]1[CH:23]=[CH:22][C:7]([CH2:8][N:9]2[CH2:14][CH2:13][N:12]([C:15]([O:17][C:18]([CH3:21])([CH3:20])[CH3:19])=[O:16])[CH2:11][CH2:10]2)=[CH:6][CH:5]=1)([O-])=O. The catalyst is [Pd].C(OCC)(=O)C. The product is [NH2:1][C:4]1[CH:5]=[CH:6][C:7]([CH2:8][N:9]2[CH2:14][CH2:13][N:12]([C:15]([O:17][C:18]([CH3:19])([CH3:21])[CH3:20])=[O:16])[CH2:11][CH2:10]2)=[CH:22][CH:23]=1. The yield is 0.720. (5) The reactants are [F:1][C:2]1[C:7]([CH:8]=[O:9])=[C:6]([I:10])[CH:5]=[CH:4][N:3]=1.CC(=CC)C.P([O-])([O-])([O-])=[O:17].[Na+].[Na+].[Na+].Cl([O-])=O.[Na+].Cl. The catalyst is C(O)(C)(C)C.O.ClCCl. The product is [F:1][C:2]1[N:3]=[CH:4][CH:5]=[C:6]([I:10])[C:7]=1[C:8]([OH:17])=[O:9]. The yield is 1.00. (6) The reactants are [C:1]([O:5][C:6](=[O:9])[CH2:7][NH2:8])([CH3:4])([CH3:3])[CH3:2].[C:10]([SiH2:14][O:15][C:16]([CH3:26])([CH3:25])[C:17]1([CH:23]=O)[CH2:22][CH2:21][CH:20]=[CH:19][CH2:18]1)([CH3:13])([CH3:12])[CH3:11].[CH2:27](Cl)Cl. No catalyst specified. The product is [C:1]([O:5][C:6](=[O:9])[CH2:7]/[N:8]=[CH:27]/[CH2:23][C:17]1([C:16]([CH3:26])([CH3:25])[O:15][SiH2:14][C:10]([CH3:13])([CH3:12])[CH3:11])[CH2:22][CH2:21][CH:20]=[CH:19][CH2:18]1)([CH3:4])([CH3:3])[CH3:2]. The yield is 1.00. (7) The reactants are [N:1]#[C:2][C@@H:3]([C:5]([O:7][CH2:8][CH3:9])=[O:6])[NH2:4].C(OC(OCC)OCC)C.[CH3:20]N.C[C:23]#[N:24]. The catalyst is Cl.C(OCC)(=O)C. The product is [NH2:1][C:2]1[N:24]([CH3:23])[CH:20]=[N:4][C:3]=1[C:5]([O:7][CH2:8][CH3:9])=[O:6]. The yield is 0.370. (8) The reactants are C([O:8][CH2:9][C:10]1[NH:11][C:12]([C:19]2[C:20]([CH3:30])=[CH:21][C:22]([CH3:29])=[C:23]([CH:28]=2)[C:24]([O:26][CH3:27])=[O:25])=[C:13]([C:15]([F:18])([F:17])[F:16])[N:14]=1)C1C=CC=CC=1.Cl.[H][H]. The catalyst is CO.[Pd]. The product is [OH:8][CH2:9][C:10]1[NH:11][C:12]([C:19]2[C:20]([CH3:30])=[CH:21][C:22]([CH3:29])=[C:23]([CH:28]=2)[C:24]([O:26][CH3:27])=[O:25])=[C:13]([C:15]([F:16])([F:18])[F:17])[N:14]=1. The yield is 0.850. (9) The reactants are [C:1]([C:3]1[CH:4]=[C:5]([NH:9][C:10]2[CH2:14][CH2:13][C:12](=[O:15])[C:11]=2[CH3:16])[CH:6]=[CH:7][CH:8]=1)#[CH:2].[N:17]([CH2:20][C:21]1[CH:29]=[CH:28][C:24]([C:25]([NH2:27])=[O:26])=[CH:23][CH:22]=1)=[N+:18]=[N-:19].O=C1O[C@H]([C@H](CO)O)C([O-])=C1O.[Na+]. The catalyst is O.C(O)(C)(C)C.O.O.O.O.O.S([O-])([O-])(=O)=O.[Cu+2]. The product is [CH3:16][C:11]1[C:12](=[O:15])[CH2:13][CH2:14][C:10]=1[NH:9][C:5]1[CH:4]=[C:3]([C:1]2[N:19]=[N:18][N:17]([CH2:20][C:21]3[CH:29]=[CH:28][C:24]([C:25]([NH2:27])=[O:26])=[CH:23][CH:22]=3)[CH:2]=2)[CH:8]=[CH:7][CH:6]=1. The yield is 0.880.